From a dataset of Forward reaction prediction with 1.9M reactions from USPTO patents (1976-2016). Predict the product of the given reaction. (1) Given the reactants [CH2:1]([OH:7])[CH:2]([OH:6])[CH2:3][CH2:4][OH:5].[CH3:8][CH2:9][C:10](=O)[CH2:11][CH3:12].C1(C)C(S(O)(=O)=O)=CC=CC=1, predict the reaction product. The product is: [CH2:9]([C:10]1([CH2:11][CH3:12])[O:6][CH:2]([CH2:3][CH2:4][OH:5])[CH2:1][O:7]1)[CH3:8]. (2) Given the reactants [Cl:1][C:2]1[CH:31]=[CH:30][CH:29]=[C:28]([Cl:32])[C:3]=1[CH2:4][C:5]1[N:6]=[C:7]([NH:16][C:17]2[CH:25]=[CH:24][C:20]([C:21]([OH:23])=O)=[CH:19][C:18]=2[O:26][CH3:27])[C:8]2[C:9](=[O:15])[NH:10][CH:11]=[CH:12][C:13]=2[CH:14]=1.[N:33]1([CH2:39][CH2:40][NH2:41])[CH2:38][CH2:37][CH2:36][CH2:35][CH2:34]1.N1(OC(N(C)C)=[N+](C)C)C2N=CC=CC=2N=N1.C(N(CC)C(C)C)(C)C, predict the reaction product. The product is: [Cl:1][C:2]1[CH:31]=[CH:30][CH:29]=[C:28]([Cl:32])[C:3]=1[CH2:4][C:5]1[N:6]=[C:7]([NH:16][C:17]2[CH:25]=[CH:24][C:20]([C:21]([NH:41][CH2:40][CH2:39][N:33]3[CH2:38][CH2:37][CH2:36][CH2:35][CH2:34]3)=[O:23])=[CH:19][C:18]=2[O:26][CH3:27])[C:8]2[C:9](=[O:15])[NH:10][CH:11]=[CH:12][C:13]=2[CH:14]=1. (3) Given the reactants [OH:1][CH2:2][C:3]1([CH:6]=O)[CH2:5][CH2:4]1.[C:8]1([C@@H:14]([NH2:16])[CH3:15])[CH:13]=[CH:12][CH:11]=[CH:10][CH:9]=1.[C-:17]#[N:18].[K+].S(=O)(O)[O-].[Na+].C(=O)(O)[O-].[Na+], predict the reaction product. The product is: [OH:1][CH2:2][C:3]1([CH:6]([NH:16][C@H:14]([C:8]2[CH:13]=[CH:12][CH:11]=[CH:10][CH:9]=2)[CH3:15])[C:17]#[N:18])[CH2:5][CH2:4]1.